Dataset: Catalyst prediction with 721,799 reactions and 888 catalyst types from USPTO. Task: Predict which catalyst facilitates the given reaction. (1) Reactant: [CH3:1][O:2][C:3]([C@H:5]1[CH2:10][CH2:9][C@H:8]([C:11](=[O:21])[NH:12][CH2:13][CH:14](OCC)[O:15]CC)[CH2:7][CH2:6]1)=[O:4].FC(F)(F)S(O)(=O)=O. Product: [CH3:1][O:2][C:3]([C@H:5]1[CH2:10][CH2:9][C@H:8]([C:11](=[O:21])[NH:12][CH2:13][CH:14]=[O:15])[CH2:7][CH2:6]1)=[O:4]. The catalyst class is: 57. (2) Reactant: [NH:1]1[CH:5]=[C:4]([C:6]2[S:10][CH:9]=[C:8]([C:11]([OH:13])=O)[CH:7]=2)[CH:3]=[N:2]1.[NH:14]1[CH2:18][CH2:17][CH2:16][CH:15]1[C:19]1[CH:24]=[CH:23][CH:22]=[CH:21][N:20]=1.C(#N)C. Product: [NH:2]1[CH:3]=[C:4]([C:6]2[S:10][CH:9]=[C:8]([C:11]([N:14]3[CH2:18][CH2:17][CH2:16][CH:15]3[C:19]3[CH:24]=[CH:23][CH:22]=[CH:21][N:20]=3)=[O:13])[CH:7]=2)[CH:5]=[N:1]1. The catalyst class is: 309.